From a dataset of Catalyst prediction with 721,799 reactions and 888 catalyst types from USPTO. Predict which catalyst facilitates the given reaction. (1) Reactant: Cl[C:2]1[C:11]2=[N:12][N:13](CC3C=CC(OC)=CC=3)[CH:14]=[C:10]2[C:9]2[CH:8]=[CH:7][C:6]([O:24][CH3:25])=[CH:5][C:4]=2[N:3]=1.C(OC([N:33]1[C:38]2[CH:39]=[C:40]([NH2:43])[CH:41]=[CH:42][C:37]=2[O:36][CH2:35][CH2:34]1)=O)(C)(C)C.Cl. Product: [O:36]1[C:37]2[CH:42]=[CH:41][C:40]([NH:43][C:2]3[C:11]4=[N:12][NH:13][CH:14]=[C:10]4[C:9]4[CH:8]=[CH:7][C:6]([O:24][CH3:25])=[CH:5][C:4]=4[N:3]=3)=[CH:39][C:38]=2[NH:33][CH2:34][CH2:35]1. The catalyst class is: 71. (2) Reactant: C(OC([N:8]1[CH2:13][CH2:12][N:11]([CH2:14][CH:15]([OH:46])[CH2:16][N:17]2[C:25]3[CH2:24][CH2:23][N:22]([S:26]([CH3:29])(=[O:28])=[O:27])[CH2:21][C:20]=3[C:19]([C:30]3[CH:35]=[CH:34][C:33]([Cl:36])=[C:32]([C:37]#[C:38][C:39]4[CH:44]=[CH:43][C:42]([Cl:45])=[CH:41][CH:40]=4)[CH:31]=3)=[N:18]2)[CH2:10][CH2:9]1)=O)(C)(C)C.C(O)(C(F)(F)F)=O. Product: [Cl:36][C:33]1[CH:34]=[CH:35][C:30]([C:19]2[C:20]3[CH2:21][N:22]([S:26]([CH3:29])(=[O:28])=[O:27])[CH2:23][CH2:24][C:25]=3[N:17]([CH2:16][CH:15]([OH:46])[CH2:14][N:11]3[CH2:10][CH2:9][NH:8][CH2:13][CH2:12]3)[N:18]=2)=[CH:31][C:32]=1[C:37]#[C:38][C:39]1[CH:40]=[CH:41][C:42]([Cl:45])=[CH:43][CH:44]=1. The catalyst class is: 2.